This data is from NCI-60 drug combinations with 297,098 pairs across 59 cell lines. The task is: Regression. Given two drug SMILES strings and cell line genomic features, predict the synergy score measuring deviation from expected non-interaction effect. Drug 1: C1=CC=C(C=C1)NC(=O)CCCCCCC(=O)NO. Drug 2: CC(C)NC(=O)C1=CC=C(C=C1)CNNC.Cl. Cell line: OVCAR-8. Synergy scores: CSS=16.5, Synergy_ZIP=-7.06, Synergy_Bliss=-2.23, Synergy_Loewe=-32.3, Synergy_HSA=-6.90.